Dataset: Peptide-MHC class II binding affinity with 134,281 pairs from IEDB. Task: Regression. Given a peptide amino acid sequence and an MHC pseudo amino acid sequence, predict their binding affinity value. This is MHC class II binding data. (1) The peptide sequence is ATQARAAAAAFEQAH. The MHC is HLA-DPA10103-DPB10401 with pseudo-sequence HLA-DPA10103-DPB10401. The binding affinity (normalized) is 0.342. (2) The peptide sequence is SKGDSARVTVKDVTF. The binding affinity (normalized) is 0.150. The MHC is HLA-DPA10201-DPB11401 with pseudo-sequence HLA-DPA10201-DPB11401. (3) The peptide sequence is GPIVHDAIHRSAARS. The MHC is DRB1_0301 with pseudo-sequence DRB1_0301. The binding affinity (normalized) is 0.540. (4) The peptide sequence is TTAAGAASGAATVAA. The MHC is HLA-DPA10103-DPB10401 with pseudo-sequence HLA-DPA10103-DPB10401. The binding affinity (normalized) is 0.0358.